From a dataset of Full USPTO retrosynthesis dataset with 1.9M reactions from patents (1976-2016). Predict the reactants needed to synthesize the given product. (1) Given the product [Cl:28][C:6]1[C:7]([NH:9][C@H:10]([C:12]2[N:17]=[C:16]3[CH:18]=[CH:19][N:20]([CH3:21])[C:15]3=[CH:14][C:13]=2[C:22]2[N:26]([CH3:27])[N:25]=[CH:24][CH:23]=2)[CH3:11])=[N:8][C:3]([NH2:1])=[N:4][CH:5]=1, predict the reactants needed to synthesize it. The reactants are: [NH3:1].Cl[C:3]1[N:8]=[C:7]([NH:9][C@H:10]([C:12]2[N:17]=[C:16]3[CH:18]=[CH:19][N:20]([CH3:21])[C:15]3=[CH:14][C:13]=2[C:22]2[N:26]([CH3:27])[N:25]=[CH:24][CH:23]=2)[CH3:11])[C:6]([Cl:28])=[CH:5][N:4]=1.[OH-].[NH4+]. (2) The reactants are: C[O:2][C:3]([C:5]1[CH:14]=[C:13]([O:15][CH2:16][C:17](=[O:27])[NH:18][CH2:19][CH2:20][C:21]2[CH:26]=[CH:25][CH:24]=[CH:23][CH:22]=2)[C:12]2[C:7](=[CH:8][C:9]([Cl:29])=[CH:10][C:11]=2[Cl:28])[CH:6]=1)=[O:4].[Li+].[OH-]. Given the product [Cl:28][C:11]1[CH:10]=[C:9]([Cl:29])[CH:8]=[C:7]2[C:12]=1[C:13]([O:15][CH2:16][C:17](=[O:27])[NH:18][CH2:19][CH2:20][C:21]1[CH:26]=[CH:25][CH:24]=[CH:23][CH:22]=1)=[CH:14][C:5]([C:3]([OH:4])=[O:2])=[CH:6]2, predict the reactants needed to synthesize it. (3) Given the product [Cl:1][C:2]1[C:7]([CH3:8])=[CH:6][C:5]([S:9]([NH:12][C:13]2[CH:14]=[C:15]([C:19]3[CH:24]=[CH:23][C:22]([CH2:25][N:34]4[CH2:35][CH2:36][O:37][CH:32]([C:30]([OH:29])=[O:31])[CH2:33]4)=[CH:21][CH:20]=3)[CH:16]=[CH:17][CH:18]=2)(=[O:11])=[O:10])=[C:4]([CH3:27])[CH:3]=1, predict the reactants needed to synthesize it. The reactants are: [Cl:1][C:2]1[C:7]([CH3:8])=[CH:6][C:5]([S:9]([NH:12][C:13]2[CH:14]=[C:15]([C:19]3[CH:24]=[CH:23][C:22]([CH:25]=O)=[CH:21][CH:20]=3)[CH:16]=[CH:17][CH:18]=2)(=[O:11])=[O:10])=[C:4]([CH3:27])[CH:3]=1.C[O:29][C:30]([CH:32]1[O:37][CH2:36][CH2:35][NH:34][CH2:33]1)=[O:31]. (4) Given the product [O:1]([CH2:4][C:5]([OH:7])=[O:6])[C:8]1[CH:9]=[CH:10][CH:11]=[CH:12][CH:13]=1, predict the reactants needed to synthesize it. The reactants are: [OH-:1].[K+].Cl[CH2:4][C:5]([OH:7])=[O:6].[C:8]1(C)[C:9](C)=[CH:10][CH:11]=[CH:12][CH:13]=1. (5) Given the product [C:1]([O:5][C:6](=[O:7])[NH:8][CH:9]([CH3:16])[CH2:10][N:17]1[CH2:22][CH2:21][O:20][CH2:19][CH2:18]1)([CH3:4])([CH3:3])[CH3:2], predict the reactants needed to synthesize it. The reactants are: [C:1]([O:5][C:6]([NH:8][CH:9]([CH3:16])[CH2:10]OS(C)(=O)=O)=[O:7])([CH3:4])([CH3:3])[CH3:2].[NH:17]1[CH2:22][CH2:21][O:20][CH2:19][CH2:18]1.C([O-])([O-])=O.[K+].[K+]. (6) Given the product [Cl:1][C:2]1[CH:3]=[CH:4][C:5]([C:9]2[N:13]([CH2:14][CH:15]3[CH2:16][CH2:17][CH2:18][CH2:19][CH2:20]3)[C:12]3[CH:21]=[C:22]([F:26])[C:23]([F:25])=[CH:24][C:11]=3[N:10]=2)=[C:6]([CH:7]=1)[O:8][CH2:28][C:29]1[CH:30]=[C:31]([CH:34]=[CH:35][CH:36]=1)[C:32]#[N:33], predict the reactants needed to synthesize it. The reactants are: [Cl:1][C:2]1[CH:3]=[CH:4][C:5]([C:9]2[N:13]([CH2:14][CH:15]3[CH2:20][CH2:19][CH2:18][CH2:17][CH2:16]3)[C:12]3[CH:21]=[C:22]([F:26])[C:23]([F:25])=[CH:24][C:11]=3[N:10]=2)=[C:6]([OH:8])[CH:7]=1.Br[CH2:28][C:29]1[CH:30]=[C:31]([CH:34]=[CH:35][CH:36]=1)[C:32]#[N:33]. (7) Given the product [CH2:1]([O:3][C:4](=[O:21])[C:5]([O:8][C:9]1[CH:14]=[CH:13][C:12]([CH:15]([C:17](=[O:19])[NH:31][C:30]2[C:25]([CH:22]3[CH2:23][CH2:24]3)=[N:26][C:27]([C:32]3[CH:33]=[CH:34][C:35]([C:38]([F:41])([F:40])[F:39])=[CH:36][CH:37]=3)=[N:28][CH:29]=2)[CH3:16])=[CH:11][C:10]=1[CH3:20])([CH3:6])[CH3:7])[CH3:2], predict the reactants needed to synthesize it. The reactants are: [CH2:1]([O:3][C:4](=[O:21])[C:5]([O:8][C:9]1[CH:14]=[CH:13][C:12]([CH:15]([C:17]([OH:19])=O)[CH3:16])=[CH:11][C:10]=1[CH3:20])([CH3:7])[CH3:6])[CH3:2].[CH:22]1([C:25]2[C:30]([NH2:31])=[CH:29][N:28]=[C:27]([C:32]3[CH:37]=[CH:36][C:35]([C:38]([F:41])([F:40])[F:39])=[CH:34][CH:33]=3)[N:26]=2)[CH2:24][CH2:23]1.C1(C2C(C(O)=O)=CN=C(C3C=CC(C(F)(F)F)=CC=3)N=2)CC1.